Dataset: Peptide-MHC class I binding affinity with 185,985 pairs from IEDB/IMGT. Task: Regression. Given a peptide amino acid sequence and an MHC pseudo amino acid sequence, predict their binding affinity value. This is MHC class I binding data. (1) The peptide sequence is EIYFSSIHR. The MHC is HLA-B83:01 with pseudo-sequence HLA-B83:01. The binding affinity (normalized) is 0.213. (2) The peptide sequence is QATQEVKNW. The MHC is HLA-B57:01 with pseudo-sequence HLA-B57:01. The binding affinity (normalized) is 0.269.